This data is from Peptide-MHC class II binding affinity with 134,281 pairs from IEDB. The task is: Regression. Given a peptide amino acid sequence and an MHC pseudo amino acid sequence, predict their binding affinity value. This is MHC class II binding data. (1) The peptide sequence is KKKGTMRASALILIEAG. The MHC is HLA-DQA10201-DQB10301 with pseudo-sequence HLA-DQA10201-DQB10301. The binding affinity (normalized) is 0.583. (2) The peptide sequence is LQTLAALTVGRIRAI. The MHC is H-2-IAd with pseudo-sequence H-2-IAd. The binding affinity (normalized) is 0.772. (3) The peptide sequence is KTDCTKEVEEAWASA. The MHC is HLA-DQA10401-DQB10402 with pseudo-sequence HLA-DQA10401-DQB10402. The binding affinity (normalized) is 0.372.